The task is: Predict which catalyst facilitates the given reaction.. This data is from Catalyst prediction with 721,799 reactions and 888 catalyst types from USPTO. (1) Reactant: [OH:1][C:2]1[CH:9]=[CH:8][CH:7]=[CH:6][C:3]=1[C:4]#[N:5].Br[CH2:11][C:12]([C:14]1[CH:19]=[CH:18][CH:17]=[CH:16][CH:15]=1)=[O:13].C(=O)([O-])[O-].[K+].[K+]. Product: [NH2:5][C:4]1[C:3]2[CH:6]=[CH:7][CH:8]=[CH:9][C:2]=2[O:1][C:11]=1[C:12]([C:14]1[CH:19]=[CH:18][CH:17]=[CH:16][CH:15]=1)=[O:13]. The catalyst class is: 21. (2) Reactant: [Si:1]([O:8][C@@H:9]([CH3:15])[C:10]([O:12]CC)=O)([C:4]([CH3:7])([CH3:6])[CH3:5])([CH3:3])[CH3:2].[Cl:16][CH2:17]C([O-])=O.[Na+].C(N(CC)CC)C.C([Mg]Cl)(C)(C)C.Cl. Product: [Cl:16][CH2:17][C:10](=[O:12])[C@@H:9]([O:8][Si:1]([C:4]([CH3:5])([CH3:6])[CH3:7])([CH3:2])[CH3:3])[CH3:15]. The catalyst class is: 1.